This data is from Catalyst prediction with 721,799 reactions and 888 catalyst types from USPTO. The task is: Predict which catalyst facilitates the given reaction. (1) Reactant: C([O:3][C:4](=[O:43])[C:5]([CH3:42])([CH3:41])[CH2:6][C:7]1[N:8]([CH2:33][C:34]2[CH:39]=[CH:38][C:37]([Cl:40])=[CH:36][CH:35]=2)[C:9]2[C:14]([C:15]=1[S:16][C:17]([CH3:20])([CH3:19])[CH3:18])=[CH:13][C:12]([O:21][CH2:22][C@@H:23]1[CH2:27][CH2:26][CH2:25][N:24]1[C:28](=[O:32])[CH:29]([CH3:31])[CH3:30])=[CH:11][CH:10]=2)C.C1COCC1.[OH-].[Li+].C(O)(=O)CC(CC(O)=O)(C(O)=O)O. Product: [C:17]([S:16][C:15]1[C:14]2[C:9](=[CH:10][CH:11]=[C:12]([O:21][CH2:22][C@@H:23]3[CH2:27][CH2:26][CH2:25][N:24]3[C:28](=[O:32])[CH:29]([CH3:31])[CH3:30])[CH:13]=2)[N:8]([CH2:33][C:34]2[CH:39]=[CH:38][C:37]([Cl:40])=[CH:36][CH:35]=2)[C:7]=1[CH2:6][C:5]([CH3:42])([CH3:41])[C:4]([OH:43])=[O:3])([CH3:18])([CH3:19])[CH3:20]. The catalyst class is: 24. (2) The catalyst class is: 4. Product: [C:1]([O:5][C@@H:6]([C:11]1[C:16]([CH3:17])=[CH:15][CH:14]=[C:13]([O:18][S:38]([C:37]([F:50])([F:49])[F:36])(=[O:40])=[O:39])[C:12]=1[C:19]1[CH:20]=[CH:21][C:22]2[O:27][CH2:26][CH2:25][CH2:24][C:23]=2[CH:28]=1)[C:7]([O:9][CH3:10])=[O:8])([CH3:4])([CH3:2])[CH3:3]. Reactant: [C:1]([O:5][C@@H:6]([C:11]1[C:16]([CH3:17])=[CH:15][CH:14]=[C:13]([OH:18])[C:12]=1[C:19]1[CH:20]=[CH:21][C:22]2[O:27][CH2:26][CH2:25][CH2:24][C:23]=2[CH:28]=1)[C:7]([O:9][CH3:10])=[O:8])([CH3:4])([CH3:3])[CH3:2].C(N(CC)CC)C.[F:36][C:37]([F:50])([F:49])[S:38](O[S:38]([C:37]([F:50])([F:49])[F:36])(=[O:40])=[O:39])(=[O:40])=[O:39].O. (3) Reactant: [CH3:1][O:2][C:3]([C:5]1[CH:10]([C:11]2[CH:16]=[CH:15][C:14]([F:17])=[C:13]([F:18])[CH:12]=2)[NH:9][C:8]([O:19][CH3:20])=[N:7][C:6]=1[CH2:21][O:22][CH3:23])=[O:4].Cl[C:25]([O:27][C:28]1[CH:33]=[CH:32][C:31]([N+:34]([O-:36])=[O:35])=[CH:30][CH:29]=1)=[O:26]. Product: [CH3:1][O:2][C:3]([C:5]1[CH:10]([C:11]2[CH:16]=[CH:15][C:14]([F:17])=[C:13]([F:18])[CH:12]=2)[N:9]([C:25]([O:27][C:28]2[CH:29]=[CH:30][C:31]([N+:34]([O-:36])=[O:35])=[CH:32][CH:33]=2)=[O:26])[C:8]([O:19][CH3:20])=[N:7][C:6]=1[CH2:21][O:22][CH3:23])=[O:4]. The catalyst class is: 79. (4) Reactant: C[O:2][C:3]([C:5]1[N:6]=[CH:7][N:8]([CH2:10][C:11]2[CH:16]=[CH:15][C:14]([CH2:17][N:18]3[CH:22]=[CH:21][CH:20]=[N:19]3)=[CH:13][CH:12]=2)[CH:9]=1)=[O:4]. Product: [N:18]1([CH2:17][C:14]2[CH:15]=[CH:16][C:11]([CH2:10][N:8]3[CH:9]=[C:5]([C:3]([OH:4])=[O:2])[N:6]=[CH:7]3)=[CH:12][CH:13]=2)[CH:22]=[CH:21][CH:20]=[N:19]1. The catalyst class is: 24. (5) Reactant: [H-].[Na+].[Cl:3][C:4]1[N:9]=[N:8][C:7]([NH2:10])=[C:6]([O:11][CH3:12])[CH:5]=1.[Cl:13][C:14]1[CH:15]=[C:16]([S:21](Cl)(=[O:23])=[O:22])[CH:17]=[CH:18][C:19]=1[F:20]. Product: [Cl:13][C:14]1[CH:15]=[C:16]([S:21]([NH:10][C:7]2[N:8]=[N:9][C:4]([Cl:3])=[CH:5][C:6]=2[O:11][CH3:12])(=[O:22])=[O:23])[CH:17]=[CH:18][C:19]=1[F:20]. The catalyst class is: 1. (6) Reactant: CS[C:3]1[CH:8]=[CH:7][C:6]([N+:9]([O-:11])=[O:10])=[CH:5][CH:4]=1.N1C(=O)NC(=O)N[C:13]1=O.Cl[O-].[Na+].[S:24]([O-:27])([O-])=[O:25].[Na+].[Na+]. Product: [CH3:13][S:24]([C:3]1[CH:8]=[CH:7][C:6]([N+:9]([O-:11])=[O:10])=[CH:5][CH:4]=1)(=[O:27])=[O:25]. The catalyst class is: 226. (7) The catalyst class is: 11. Product: [Si:14]([O:31][CH2:32][CH2:33][O:34][CH2:35][C@H:36]([OH:41])[C:37]([NH:5][C:6]1[CH:13]=[CH:12][C:9]([C:10]#[N:11])=[CH:8][N:7]=1)=[O:38])([C:27]([CH3:30])([CH3:28])[CH3:29])([C:21]1[CH:26]=[CH:25][CH:24]=[CH:23][CH:22]=1)[C:15]1[CH:16]=[CH:17][CH:18]=[CH:19][CH:20]=1. Reactant: C[Al](C)C.[NH2:5][C:6]1[CH:13]=[CH:12][C:9]([C:10]#[N:11])=[CH:8][N:7]=1.[Si:14]([O:31][CH2:32][CH2:33][O:34][CH2:35][C@H:36]([OH:41])[C:37](OC)=[O:38])([C:27]([CH3:30])([CH3:29])[CH3:28])([C:21]1[CH:26]=[CH:25][CH:24]=[CH:23][CH:22]=1)[C:15]1[CH:20]=[CH:19][CH:18]=[CH:17][CH:16]=1. (8) Product: [CH3:28][C:19]1[N:18]([C:16](=[O:17])[NH:15][CH3:14])[C:26]2[C:21]([CH:20]=1)=[CH:22][C:23]([NH:27][C:2]1[CH:7]=[CH:6][N:5]=[C:4]3[CH:8]=[C:9]([C:11]([OH:13])=[O:12])[S:10][C:3]=13)=[CH:24][CH:25]=2. The catalyst class is: 16. Reactant: Cl[C:2]1[CH:7]=[CH:6][N:5]=[C:4]2[CH:8]=[C:9]([C:11]([OH:13])=[O:12])[S:10][C:3]=12.[CH3:14][NH:15][C:16]([N:18]1[C:26]2[C:21](=[CH:22][C:23]([NH2:27])=[CH:24][CH:25]=2)[CH:20]=[C:19]1[CH3:28])=[O:17].